From a dataset of Reaction yield outcomes from USPTO patents with 853,638 reactions. Predict the reaction yield, written as a fraction of the theoretical maximum amount of product (1.0 means a 100% yield; for example, 0.34 means a 34% yield). (1) The reactants are Br[C:2]1[S:3][C:4]([Cl:7])=[CH:5][CH:6]=1.[CH:8]([C:10]1[S:14][C:13](B(O)O)=[CH:12][CH:11]=1)=[O:9].C([O-])([O-])=O.[Na+].[Na+]. The catalyst is C1C=CC([P]([Pd]([P](C2C=CC=CC=2)(C2C=CC=CC=2)C2C=CC=CC=2)([P](C2C=CC=CC=2)(C2C=CC=CC=2)C2C=CC=CC=2)[P](C2C=CC=CC=2)(C2C=CC=CC=2)C2C=CC=CC=2)(C2C=CC=CC=2)C2C=CC=CC=2)=CC=1.CCO. The product is [Cl:7][C:4]1[S:3][C:2]([C:13]2[S:14][C:10]([CH:8]=[O:9])=[CH:11][CH:12]=2)=[CH:6][CH:5]=1. The yield is 0.240. (2) The reactants are [O:1]=[CH:2][CH:3]=[C:4]1[CH2:7][N:6]([C:8]([O:10][C:11]([CH3:14])([CH3:13])[CH3:12])=[O:9])[CH2:5]1.N1CCCCC1.[C:21]([OH:24])(=[S:23])[CH3:22]. The catalyst is C1COCC1. The product is [C:21]([S:23][C:4]1([CH2:3][CH:2]=[O:1])[CH2:7][N:6]([C:8]([O:10][C:11]([CH3:14])([CH3:13])[CH3:12])=[O:9])[CH2:5]1)(=[O:24])[CH3:22]. The yield is 0.680. (3) The reactants are Cl.O1CCO[CH2:4][CH2:3]1.[Cl:8][C:9]1[C:17]2[C:16]([N:18]3[CH2:23][CH2:22][CH2:21][CH:20]([NH:24][C:25](=O)[O:26]C(C)(C)C)[CH2:19]3)=[N:15][C:14]([NH:32][C:33]3[CH:34]=[N:35][N:36]([CH3:38])[CH:37]=3)=[N:13][C:12]=2[NH:11][CH:10]=1.C(Cl)(=O)C=C. The catalyst is CO. The product is [Cl:8][C:9]1[C:17]2[C:16]([N:18]3[CH2:23][CH2:22][CH2:21][C@@H:20]([NH:24][C:25](=[O:26])[CH:3]=[CH2:4])[CH2:19]3)=[N:15][C:14]([NH:32][C:33]3[CH:34]=[N:35][N:36]([CH3:38])[CH:37]=3)=[N:13][C:12]=2[NH:11][CH:10]=1. The yield is 0.690. (4) The product is [CH3:21][O:20][C:3]1[C:4]([C:10]2[CH:11]=[C:12]3[C:16](=[CH:17][CH:18]=2)[C:15](=[O:19])[O:14][CH2:13]3)=[CH:5][CH:6]=[C:7]([O:8][CH3:9])[C:2]=1[O:1][CH2:29][C:30]1[CH:38]=[CH:37][C:33]([C:34]([NH2:36])=[O:35])=[CH:32][CH:31]=1. The catalyst is C(#N)C. The reactants are [OH:1][C:2]1[C:3]([O:20][CH3:21])=[C:4]([C:10]2[CH:11]=[C:12]3[C:16](=[CH:17][CH:18]=2)[C:15](=[O:19])[O:14][CH2:13]3)[CH:5]=[CH:6][C:7]=1[O:8][CH3:9].C(=O)([O-])[O-].[K+].[K+].Br[CH2:29][C:30]1[CH:38]=[CH:37][C:33]([C:34]([NH2:36])=[O:35])=[CH:32][CH:31]=1. The yield is 0.170. (5) The reactants are [N:1]1[CH:6]=[CH:5][C:4]([C:7]2[NH:8][CH:9]=[C:10]([CH2:12]O)[N:11]=2)=[CH:3][CH:2]=1.[BrH:14].CC(O)=O. The catalyst is C(Cl)Cl.CO. The product is [BrH:14].[BrH:14].[Br:14][CH2:12][C:10]1[N:11]=[C:7]([C:4]2[CH:5]=[CH:6][N:1]=[CH:2][CH:3]=2)[NH:8][CH:9]=1. The yield is 0.860. (6) The reactants are [NH2:1][C:2]1[CH:7]=[CH:6][C:5]([CH:8]2[CH2:22][N:12]3[C:13](=[O:21])[NH:14][C:15]4[CH:16]=[CH:17][CH:18]=[CH:19][C:20]=4[C:11]3=[N:10][CH2:9]2)=[C:4]([CH3:23])[CH:3]=1.C(N(CC)CC)C.[C:31]1([CH3:40])[CH:36]=[CH:35][CH:34]=[C:33]([N:37]=[C:38]=[O:39])[CH:32]=1. The catalyst is C(Cl)Cl. The product is [CH3:23][C:4]1[CH:3]=[C:2]([NH:1][C:38]([NH:37][C:33]2[CH:34]=[CH:35][CH:36]=[C:31]([CH3:40])[CH:32]=2)=[O:39])[CH:7]=[CH:6][C:5]=1[CH:8]1[CH2:22][N:12]2[C:13](=[O:21])[NH:14][C:15]3[CH:16]=[CH:17][CH:18]=[CH:19][C:20]=3[C:11]2=[N:10][CH2:9]1. The yield is 0.750. (7) The product is [Cl:13][C:14]1[C:19]([C:21]([OH:23])=[O:22])=[CH:18][N:17]=[CH:16][C:15]=1[F:20]. The yield is 0.640. The reactants are [Li+].CCC[CH2-].C(NC(C)C)(C)C.[Cl:13][C:14]1[CH:19]=[CH:18][N:17]=[CH:16][C:15]=1[F:20].[C:21](=[O:23])=[O:22]. The catalyst is C1COCC1.